Dataset: Catalyst prediction with 721,799 reactions and 888 catalyst types from USPTO. Task: Predict which catalyst facilitates the given reaction. (1) Reactant: [Si]([O:8][C@@H:9]([CH3:21])/[CH:10]=[N:11]/[CH2:12][C:13]1[CH:18]=[CH:17][C:16]([O:19][CH3:20])=[CH:15][CH:14]=1)(C(C)(C)C)(C)C.[Si](OS(C(F)(F)F)(=O)=O)(C)(C)C.C([Si](C)(C)[O:39][C:40]([CH:42]=[C:43]([CH3:45])[CH3:44])=[CH2:41])(C)(C)C.C([O-])(O)=O.[Na+].CCCC[N+](CCCC)(CCCC)CCCC.[F-]. Product: [OH:8][C@H:9]([C@H:10]1[N:11]([CH2:12][C:13]2[CH:14]=[CH:15][C:16]([O:19][CH3:20])=[CH:17][CH:18]=2)[C:43]([CH3:45])([CH3:44])[CH2:42][C:40](=[O:39])[CH2:41]1)[CH3:21].[OH:8][C@H:9]([C@@H:10]1[N:11]([CH2:12][C:13]2[CH:14]=[CH:15][C:16]([O:19][CH3:20])=[CH:17][CH:18]=2)[C:43]([CH3:45])([CH3:44])[CH2:42][C:40](=[O:39])[CH2:41]1)[CH3:21]. The catalyst class is: 4. (2) The catalyst class is: 83. Product: [O:12]([C:13]1[CH:18]=[C:17]([CH2:19][OH:20])[CH:16]=[CH:15][C:14]=1[CH2:24][C:25]1[CH:26]=[CH:27][C:28]([O:31][CH2:32][CH2:33][CH3:34])=[CH:29][CH:30]=1)[C@@H:11]1[O:35][C@H:36]([C@@H:57]([CH3:67])[OH:58])[C@@H:37]([OH:48])[C@H:38]([OH:39])[C@H:10]1[OH:9]. Reactant: C([O:9][C@@H:10]1[C@@H:38]([O:39]C(=O)C2C=CC=CC=2)[C@H:37]([O:48]C(=O)C2C=CC=CC=2)[C@@H:36]([C@@H:57]([CH3:67])[O:58]C(=O)C2C=CC=CC=2)[O:35][C@H:11]1[O:12][C:13]1[CH:18]=[C:17]([CH2:19][O:20]C(=O)C)[CH:16]=[CH:15][C:14]=1[CH2:24][C:25]1[CH:30]=[CH:29][C:28]([O:31][CH2:32][CH2:33][CH3:34])=[CH:27][CH:26]=1)(=O)C1C=CC=CC=1.C(=O)([O-])[O-].[K+].[K+].